The task is: Predict the reaction yield, written as a fraction of the theoretical maximum amount of product (1.0 means a 100% yield; for example, 0.34 means a 34% yield).. This data is from Reaction yield outcomes from USPTO patents with 853,638 reactions. (1) The reactants are [F:1][C:2]([F:8])([F:7])[CH2:3][CH2:4][CH2:5][OH:6].[C:9]1([CH3:19])[CH:14]=[CH:13][C:12]([S:15](Cl)(=[O:17])=[O:16])=[CH:11][CH:10]=1. The catalyst is C(Cl)Cl.N1C=CC=CC=1.CN(C)C1C=CN=CC=1. The product is [CH3:19][C:9]1[CH:14]=[CH:13][C:12]([S:15]([O:6][CH2:5][CH2:4][CH2:3][C:2]([F:8])([F:7])[F:1])(=[O:17])=[O:16])=[CH:11][CH:10]=1. The yield is 0.450. (2) The reactants are [Br:1][C:2]1[CH:3]=[C:4]2[C:8](=[CH:9][CH:10]=1)[C:7](=O)[CH2:6][CH2:5]2.Cl.[O:13]([NH2:15])[CH3:14].N1C=CC=CC=1.C(=O)([O-])O.[Na+]. The catalyst is C(O)C. The product is [CH3:14][O:13][N:15]=[C:7]1[C:8]2[C:4](=[CH:3][C:2]([Br:1])=[CH:10][CH:9]=2)[CH2:5][CH2:6]1. The yield is 0.970. (3) The reactants are [NH2:1][C:2]1[CH:7]=[C:6]([Cl:8])[C:5]([CH3:9])=[CH:4][C:3]=1[NH:10][CH:11]1[CH2:16][CH2:15][N:14]([C@H:17]2[CH2:22][CH2:21][C@@H:20]([O:23][CH3:24])[CH2:19][CH2:18]2)[CH2:13][CH2:12]1.C(N(C(C)C)CC)(C)C.Cl[C:35](Cl)([O:37]C(=O)OC(Cl)(Cl)Cl)Cl.C([O-])(O)=O.[Na+]. The product is [ClH:8].[Cl:8][C:6]1[C:5]([CH3:9])=[CH:4][C:3]2[N:10]([CH:11]3[CH2:12][CH2:13][N:14]([C@H:17]4[CH2:22][CH2:21][C@@H:20]([O:23][CH3:24])[CH2:19][CH2:18]4)[CH2:15][CH2:16]3)[C:35](=[O:37])[NH:1][C:2]=2[CH:7]=1. The catalyst is ClCCl.O. The yield is 0.960. (4) The reactants are [F:1][C:2]1[CH:3]=[C:4]([C:25]2[CH:30]=[CH:29][C:28]([OH:31])=[CH:27][CH:26]=2)[CH:5]=[CH:6][C:7]=1[O:8][CH2:9][CH:10]1[CH2:15][CH2:14][N:13]([CH2:16][C:17]2([C:21]([F:24])([F:23])[F:22])[CH2:20][CH2:19][CH2:18]2)[CH2:12][CH2:11]1.N1C=CC=CC=1.[F:38][C:39]([F:52])([F:51])[S:40](O[S:40]([C:39]([F:52])([F:51])[F:38])(=[O:42])=[O:41])(=[O:42])=[O:41].O. The catalyst is C(Cl)Cl. The product is [F:38][C:39]([F:52])([F:51])[S:40]([O:31][C:28]1[CH:29]=[CH:30][C:25]([C:4]2[CH:5]=[CH:6][C:7]([O:8][CH2:9][CH:10]3[CH2:11][CH2:12][N:13]([CH2:16][C:17]4([C:21]([F:22])([F:23])[F:24])[CH2:18][CH2:19][CH2:20]4)[CH2:14][CH2:15]3)=[C:2]([F:1])[CH:3]=2)=[CH:26][CH:27]=1)(=[O:42])=[O:41]. The yield is 0.620. (5) The product is [CH2:34]([N:22]1[CH:23]=[C:24]([C:26]2[CH:31]=[CH:30][C:29]([Cl:1])=[CH:28][C:27]=2[Cl:33])[N:25]=[C:21]1[C@@H:20]([NH:38][C:48]([C@H:45]1[CH2:46][CH2:47][C@H:42]([CH2:40][CH3:41])[CH2:43][CH2:44]1)=[O:49])[CH2:19][C:16]1[CH:17]=[CH:18][C:13]([O:12][CH2:11][C:8]2[CH:7]=[CH:6][C:5]([C:4]([OH:3])=[O:39])=[CH:10][CH:9]=2)=[CH:14][CH:15]=1)[CH2:35][CH2:36][CH3:37]. The reactants are [ClH:1].C[O:3][C:4](=[O:39])[C:5]1[CH:10]=[CH:9][C:8]([CH2:11][O:12][C:13]2[CH:18]=[CH:17][C:16]([CH2:19][C@H:20]([NH2:38])[C:21]3[N:22]([CH2:34][CH2:35][CH2:36][CH3:37])[CH:23]=[C:24]([C:26]4[CH:31]=[CH:30][C:29](Cl)=[CH:28][C:27]=4[Cl:33])[N:25]=3)=[CH:15][CH:14]=2)=[CH:7][CH:6]=1.[CH2:40]([C@H:42]1[CH2:47][CH2:46][C@H:45]([C:48](O)=[O:49])[CH2:44][CH2:43]1)[CH3:41]. The yield is 0.690. No catalyst specified.